Task: Predict the reactants needed to synthesize the given product.. Dataset: Full USPTO retrosynthesis dataset with 1.9M reactions from patents (1976-2016) (1) Given the product [CH:1]1([CH2:7][S:8][C:9]2[CH:10]=[CH:11][C:12]([OH:17])=[C:13]([CH:14]([OH:15])[CH2:19][C:18]#[N:20])[CH:16]=2)[CH2:2][CH2:3][CH2:4][CH2:5][CH2:6]1, predict the reactants needed to synthesize it. The reactants are: [CH:1]1([CH2:7][S:8][C:9]2[CH:10]=[CH:11][C:12]([OH:17])=[C:13]([CH:16]=2)[CH:14]=[O:15])[CH2:6][CH2:5][CH2:4][CH2:3][CH2:2]1.[C:18](#[N:20])[CH3:19]. (2) Given the product [Br:1][C:2]1[CH:7]=[CH:6][C:5]([NH:8][C:9](=[O:20])[NH:10][C:11]2[CH:12]=[CH:13][C:14]([C:15]([N:23]([CH3:24])[CH3:22])=[O:17])=[CH:18][CH:19]=2)=[C:4]([F:21])[CH:3]=1, predict the reactants needed to synthesize it. The reactants are: [Br:1][C:2]1[CH:7]=[CH:6][C:5]([NH:8][C:9](=[O:20])[NH:10][C:11]2[CH:19]=[CH:18][C:14]([C:15]([OH:17])=O)=[CH:13][CH:12]=2)=[C:4]([F:21])[CH:3]=1.[CH3:22][N:23](C=O)[CH3:24].C1C=CC2N(O)N=NC=2C=1.CCN=C=NCCCN(C)C.Cl. (3) The reactants are: C([CH:5]([CH:9]1[C:15]2[CH:16]=[CH:17][CH:18]=[CH:19][C:14]=2[N:13]([CH2:20][C:21]([NH:23][CH2:24][C:25]2[CH:30]=[CH:29][C:28]([NH:31][C:32]([NH2:34])=[NH:33])=[CH:27][CH:26]=2)=[O:22])[C:12](=[O:35])[CH2:11][CH2:10]1)[C:6]([OH:8])=[O:7])(C)(C)C.[C:36]([OH:42])([C:38]([F:41])([F:40])[F:39])=[O:37]. Given the product [F:39][C:38]([F:41])([F:40])[C:36]([OH:42])=[O:37].[C:6]([CH2:5][CH:9]1[C:15]2[CH:16]=[CH:17][CH:18]=[CH:19][C:14]=2[N:13]([CH2:20][C:21]([NH:23][CH2:24][C:25]2[CH:26]=[CH:27][C:28]([NH:31][C:32](=[NH:33])[NH2:34])=[CH:29][CH:30]=2)=[O:22])[C:12](=[O:35])[CH2:11][CH2:10]1)([OH:8])=[O:7], predict the reactants needed to synthesize it. (4) The reactants are: [F:1][C:2]1[C:10]2[C:5](=[CH:6][C:7]([C:11]([O:13][CH3:14])=[O:12])=[CH:8][CH:9]=2)[NH:4][CH:3]=1.[O-]P([O-])([O-])=O.[K+].[K+].[K+].[F:23][C:24]1[CH:29]=[CH:28][C:27](I)=[CH:26][CH:25]=1.CNC1CCCCC1NC. Given the product [F:1][C:2]1[C:10]2[C:5](=[CH:6][C:7]([C:11]([O:13][CH3:14])=[O:12])=[CH:8][CH:9]=2)[N:4]([C:27]2[CH:28]=[CH:29][C:24]([F:23])=[CH:25][CH:26]=2)[CH:3]=1, predict the reactants needed to synthesize it. (5) Given the product [C:1]([O:5][C:6]([NH:8][C@:9]([C:18]1[O:22][C:21]([C:23]2[CH:24]=[C:25]([CH:29]=[C:30]([N:32]([CH2:37][CH3:38])[S:33]([CH3:36])(=[O:34])=[O:35])[CH:31]=2)[C:26]([OH:28])=[O:27])=[N:20][N:19]=1)([CH3:17])[CH2:10][C:11]1[CH:12]=[CH:13][CH:14]=[CH:15][CH:16]=1)=[O:7])([CH3:4])([CH3:3])[CH3:2], predict the reactants needed to synthesize it. The reactants are: [C:1]([O:5][C:6]([NH:8][C:9]([C:18]1[O:22][C:21]([C:23]2[CH:24]=[C:25]([CH:29]=[C:30]([N:32]([CH3:37])[S:33]([CH3:36])(=[O:35])=[O:34])[CH:31]=2)[C:26]([OH:28])=[O:27])=[N:20][N:19]=1)([CH3:17])[CH2:10][C:11]1[CH:16]=[CH:15][CH:14]=[CH:13][CH:12]=1)=[O:7])([CH3:4])([CH3:3])[CH3:2].[CH2:38](I)C. (6) Given the product [Cl:26][C:27]1[CH:28]=[C:29]([C:34]([F:39])([F:38])[C:35]([NH:1][CH2:2][C:3]2[CH:4]=[C:5]3[C:9](=[CH:10][CH:11]=2)[C:8](=[O:12])[N:7]([CH:13]2[CH2:18][CH2:17][C:16](=[O:19])[NH:15][C:14]2=[O:20])[CH2:6]3)=[O:36])[CH:30]=[CH:31][C:32]=1[F:33], predict the reactants needed to synthesize it. The reactants are: [NH2:1][CH2:2][C:3]1[CH:4]=[C:5]2[C:9](=[CH:10][CH:11]=1)[C:8](=[O:12])[N:7]([CH:13]1[CH2:18][CH2:17][C:16](=[O:19])[NH:15][C:14]1=[O:20])[CH2:6]2.S(O)(=O)(=O)C.[Cl:26][C:27]1[CH:28]=[C:29]([C:34]([F:39])([F:38])[C:35](O)=[O:36])[CH:30]=[CH:31][C:32]=1[F:33].C(N(C(C)C)CC)(C)C.F[P-](F)(F)(F)(F)F.CN(C(N(C)C)=[N+]1C2C(=NC=CC=2)[N+]([O-])=N1)C. (7) Given the product [C:13]([NH:12]/[C:11](=[CH:10]\[C:3]1[CH:4]=[CH:5][C:6]([O:8][CH3:9])=[CH:7][C:2]=1[F:1])/[C:15]([OH:14])=[O:16])(=[O:19])[CH3:17], predict the reactants needed to synthesize it. The reactants are: [F:1][C:2]1[CH:7]=[C:6]([O:8][CH3:9])[CH:5]=[CH:4][C:3]=1/[CH:10]=[C:11]1/[N:12]=[C:13]([CH3:17])[O:14][C:15]/1=[O:16].Cl.[O:19]1CCOCC1. (8) The reactants are: FC(F)(F)C(O)=O.[C:8]([C:12]1[CH:63]=[CH:62][C:15]2[NH:16][C:17]([CH2:19][CH2:20][CH:21]3[CH2:24][CH:23]([N:25]([CH2:30][C@@H:31]4[C@H:35]5[O:36]C(C)(C)[O:38][C@H:34]5[C@H:33]([N:41]5[C:45]6[N:46]=[CH:47][N:48]=[C:49]([NH:50]CC7C=CC(OC)=CC=7OC)[C:44]=6[CH:43]=[CH:42]5)[CH2:32]4)[CH2:26][CH:27]4[CH2:29][CH2:28]4)[CH2:22]3)=[N:18][C:14]=2[CH:13]=1)([CH3:11])([CH3:10])[CH3:9].C([SiH](CC)CC)C.C([O-])([O-])=O.[K+].[K+]. Given the product [NH2:50][C:49]1[C:44]2[CH:43]=[CH:42][N:41]([C@@H:33]3[CH2:32][C@H:31]([CH2:30][N:25]([CH:23]4[CH2:22][CH:21]([CH2:20][CH2:19][C:17]5[NH:16][C:15]6[CH:62]=[CH:63][C:12]([C:8]([CH3:9])([CH3:10])[CH3:11])=[CH:13][C:14]=6[N:18]=5)[CH2:24]4)[CH2:26][CH:27]4[CH2:29][CH2:28]4)[C@@H:35]([OH:36])[C@H:34]3[OH:38])[C:45]=2[N:46]=[CH:47][N:48]=1, predict the reactants needed to synthesize it. (9) Given the product [C:4]([O:3][C:1]([N:8]1[CH2:11][CH:10]([C:12](=[O:14])[NH2:23])[CH2:9]1)=[O:2])([CH3:7])([CH3:6])[CH3:5], predict the reactants needed to synthesize it. The reactants are: [C:1]([N:8]1[CH2:11][CH:10]([C:12]([OH:14])=O)[CH2:9]1)([O:3][C:4]([CH3:7])([CH3:6])[CH3:5])=[O:2].ClC(OCC(C)C)=O.[NH3:23].C([O-])(O)=O.[Na+].